This data is from Forward reaction prediction with 1.9M reactions from USPTO patents (1976-2016). The task is: Predict the product of the given reaction. (1) Given the reactants [C:1]([O:5][C:6]([N:8]1[CH2:13][CH2:12][N:11]([C:14]2[C:19]([CH3:20])=[CH:18][C:17](Br)=[CH:16][N:15]=2)[CH2:10][CH2:9]1)=[O:7])([CH3:4])([CH3:3])[CH3:2].O.N.[CH3:24][N:25](C)C=O, predict the reaction product. The product is: [C:1]([O:5][C:6]([N:8]1[CH2:13][CH2:12][N:11]([C:14]2[C:19]([CH3:20])=[CH:18][C:17]([C:24]#[N:25])=[CH:16][N:15]=2)[CH2:10][CH2:9]1)=[O:7])([CH3:4])([CH3:3])[CH3:2]. (2) Given the reactants [O:1]1[C:5]2[CH:6]=[CH:7][C:8]([C:10]3[O:14][C:13]([SH:15])=[N:12][N:11]=3)=[CH:9][C:4]=2[CH:3]=[CH:2]1.[CH3:16][O:17][C:18]1[CH:25]=[CH:24][C:21]([CH2:22]Cl)=[CH:20][C:19]=1[C:26]([F:29])([F:28])[F:27], predict the reaction product. The product is: [O:1]1[C:5]2[CH:6]=[CH:7][C:8]([C:10]3[O:14][C:13]([S:15][CH2:22][C:21]4[CH:24]=[CH:25][C:18]([O:17][CH3:16])=[C:19]([C:26]([F:27])([F:28])[F:29])[CH:20]=4)=[N:12][N:11]=3)=[CH:9][C:4]=2[CH:3]=[CH:2]1. (3) Given the reactants [CH:1]([C:3]1[CH:10]=[CH:9][C:6]([C:7]#[N:8])=[CH:5][C:4]=1[O:11][CH3:12])=O.[NH2:13][C:14]1[CH:19]=[CH:18][NH:17][C:16](=[O:20])[CH:15]=1.O=[C:22]([CH3:31])[CH2:23][C:24]([O:26][CH2:27][CH2:28][C:29]#[N:30])=[O:25], predict the reaction product. The product is: [C:7]([C:6]1[CH:9]=[CH:10][C:3]([CH:1]2[C:15]3[C:16](=[O:20])[NH:17][CH:18]=[CH:19][C:14]=3[NH:13][C:22]([CH3:31])=[C:23]2[C:24]([O:26][CH2:27][CH2:28][C:29]#[N:30])=[O:25])=[C:4]([O:11][CH3:12])[CH:5]=1)#[N:8]. (4) Given the reactants [NH2:1][C:2]1[CH:21]=[CH:20][C:5]([O:6][CH:7]2[CH2:12][CH2:11][N:10]([C:13]([O:15][C:16]([CH3:19])([CH3:18])[CH3:17])=[O:14])[CH2:9][CH2:8]2)=[CH:4][CH:3]=1.[N:22]1[CH:27]=[CH:26][CH:25]=[C:24]([N:28]2[CH2:32][CH2:31][C@H:30]([C:33](O)=[O:34])[CH2:29]2)[N:23]=1.C(OC(N1CC(C(O)=O)C1)=O)C1C=CC=CC=1, predict the reaction product. The product is: [N:22]1[CH:27]=[CH:26][CH:25]=[C:24]([N:28]2[CH2:32][CH2:31][C@H:30]([C:33]([NH:1][C:2]3[CH:3]=[CH:4][C:5]([O:6][CH:7]4[CH2:12][CH2:11][N:10]([C:13]([O:15][C:16]([CH3:17])([CH3:18])[CH3:19])=[O:14])[CH2:9][CH2:8]4)=[CH:20][CH:21]=3)=[O:34])[CH2:29]2)[N:23]=1. (5) Given the reactants [C:1]([C:4]1[C:5](=[O:31])[N:6]([CH3:30])[C:7]2[C:12]([C:13]=1[NH2:14])=[CH:11][C:10]([C:15]1[CH:20]=[CH:19][C:18]([Cl:21])=[CH:17][CH:16]=1)=[C:9]([C:22]1[CH:27]=[CH:26][C:25]([Cl:28])=[CH:24][C:23]=1[Cl:29])[N:8]=2)(=[O:3])[CH3:2].[H-].[Na+].[CH3:34][O:35][CH2:36][C:37](Cl)=[O:38], predict the reaction product. The product is: [C:1]([C:4]1[C:5](=[O:31])[N:6]([CH3:30])[C:7]2[C:12]([C:13]=1[NH:14][C:37](=[O:38])[CH2:36][O:35][CH3:34])=[CH:11][C:10]([C:15]1[CH:16]=[CH:17][C:18]([Cl:21])=[CH:19][CH:20]=1)=[C:9]([C:22]1[CH:27]=[CH:26][C:25]([Cl:28])=[CH:24][C:23]=1[Cl:29])[N:8]=2)(=[O:3])[CH3:2].